The task is: Predict which catalyst facilitates the given reaction.. This data is from Catalyst prediction with 721,799 reactions and 888 catalyst types from USPTO. (1) Reactant: [CH3:1][O:2][CH2:3][CH2:4][S:5][C:6]1[CH:7]=[C:8]([O:28][C:29]2[C:30]([CH3:36])=[N:31][N:32]([CH3:35])[C:33]=2[CH3:34])[C:9]([NH:12][C:13]2[S:17][N:16]=[C:15]([C@H:18]3[CH2:22][O:21]C4(CCCCC4)[O:19]3)[N:14]=2)=[N:10][CH:11]=1.[ClH:37]. Product: [ClH:37].[CH3:1][O:2][CH2:3][CH2:4][S:5][C:6]1[CH:7]=[C:8]([O:28][C:29]2[C:30]([CH3:36])=[N:31][N:32]([CH3:35])[C:33]=2[CH3:34])[C:9]([NH:12][C:13]2[S:17][N:16]=[C:15]([C@H:18]([OH:19])[CH2:22][OH:21])[N:14]=2)=[N:10][CH:11]=1. The catalyst class is: 8. (2) Reactant: [NH2:1][C:2]1[CH:10]=[CH:9][CH:8]=[C:7]2[C:3]=1[CH:4]=[CH:5][N:6]2[C:11]([C:18]1[CH:23]=[CH:22][C:21]([Cl:24])=[CH:20][CH:19]=1)([CH2:16][CH3:17])/[CH:12]=[CH:13]/[C:14]#[N:15].CN1CCOCC1.[CH3:32][S:33](Cl)(=[O:35])=[O:34]. Product: [Cl:24][C:21]1[CH:20]=[CH:19][C:18]([C:11]([N:6]2[C:7]3[C:3](=[C:2]([NH:1][S:33]([CH3:32])(=[O:35])=[O:34])[CH:10]=[CH:9][CH:8]=3)[CH:4]=[CH:5]2)([CH2:16][CH3:17])/[CH:12]=[CH:13]/[C:14]#[N:15])=[CH:23][CH:22]=1. The catalyst class is: 2.